This data is from Reaction yield outcomes from USPTO patents with 853,638 reactions. The task is: Predict the reaction yield, written as a fraction of the theoretical maximum amount of product (1.0 means a 100% yield; for example, 0.34 means a 34% yield). The reactants are [CH3:1][C:2]1([CH3:16])[CH2:14][C:13](=[O:15])[C:12]2[C:11]3[C:6](=[CH:7][CH:8]=[CH:9][CH:10]=3)[NH:5][C:4]=2[CH2:3]1.Br[CH2:18][CH2:19][CH2:20][CH2:21][CH2:22][CH2:23][C:24]([O:26][CH2:27]C)=[O:25].[H-].[Na+]. The catalyst is CN(C=O)C. The product is [CH3:1][C:2]1([CH3:16])[CH2:14][C:13](=[O:15])[C:12]2[C:11]3[C:6](=[CH:7][CH:8]=[CH:9][CH:10]=3)[N:5]([CH2:18][CH2:19][CH2:20][CH2:21][CH2:22][CH2:23][C:24]([O:26][CH3:27])=[O:25])[C:4]=2[CH2:3]1. The yield is 0.380.